This data is from Forward reaction prediction with 1.9M reactions from USPTO patents (1976-2016). The task is: Predict the product of the given reaction. (1) Given the reactants [Br:1][C:2]1[C:7]([Cl:8])=[CH:6][C:5]([C:9]2[C:18]3[C:13](=[CH:14][C:15]([S:19]([O:22]C4C(F)=C(F)C(F)=C(F)C=4F)(=[O:21])=O)=[CH:16][CH:17]=3)[CH:12]=[CH:11][N:10]=2)=[C:4]([O:34][CH3:35])[CH:3]=1.[NH2:36][C:37]1[S:38][CH:39]=[N:40][N:41]=1.C(=O)([O-])[O-].[Cs+].[Cs+], predict the reaction product. The product is: [Br:1][C:2]1[C:7]([Cl:8])=[CH:6][C:5]([C:9]2[C:18]3[C:13](=[CH:14][C:15]([S:19]([NH:36][C:37]4[S:38][CH:39]=[N:40][N:41]=4)(=[O:22])=[O:21])=[CH:16][CH:17]=3)[CH:12]=[CH:11][N:10]=2)=[C:4]([O:34][CH3:35])[CH:3]=1. (2) Given the reactants [H-].[Na+].[C:3]([O:10][CH3:11])(=[O:9])[CH2:4][C:5]([O:7][CH3:8])=[O:6].Br[CH2:13][C:14]1[CH:19]=[CH:18][C:17]([Cl:20])=[C:16]([C:21]([F:24])([F:23])[F:22])[CH:15]=1, predict the reaction product. The product is: [Cl:20][C:17]1[CH:18]=[CH:19][C:14]([CH2:13][CH:4]([C:3]([O:10][CH3:11])=[O:9])[C:5]([O:7][CH3:8])=[O:6])=[CH:15][C:16]=1[C:21]([F:22])([F:23])[F:24]. (3) Given the reactants Cl[CH2:2][CH2:3][O:4][C:5]1[CH:10]=[CH:9][C:8]([C:11]2[C:12]([CH3:30])=[N:13][CH:14]=[C:15]([C:18]=2[NH:19][C:20]2[C:21]([CH3:29])=[C:22]3[C:26](=[CH:27][CH:28]=2)[NH:25][CH:24]=[CH:23]3)[C:16]#[N:17])=[CH:7][CH:6]=1.[CH3:31][N:32]1[CH2:37][CH2:36][NH:35][CH2:34][CH2:33]1.[I].[Na], predict the reaction product. The product is: [CH3:30][C:12]1[C:11]([C:8]2[CH:9]=[CH:10][C:5]([O:4][CH2:3][CH2:2][N:35]3[CH2:36][CH2:37][N:32]([CH3:31])[CH2:33][CH2:34]3)=[CH:6][CH:7]=2)=[C:18]([NH:19][C:20]2[C:21]([CH3:29])=[C:22]3[C:26](=[CH:27][CH:28]=2)[NH:25][CH:24]=[CH:23]3)[C:15]([C:16]#[N:17])=[CH:14][N:13]=1. (4) Given the reactants [H-].[Na+].[OH:3][C:4]1[CH:13]=[CH:12][CH:11]=[C:10]2[C:5]=1[CH:6]=[CH:7][N:8]=[CH:9]2.Br[CH2:15][CH2:16][CH3:17], predict the reaction product. The product is: [CH2:15]([O:3][C:4]1[CH:13]=[CH:12][CH:11]=[C:10]2[C:5]=1[CH:6]=[CH:7][N:8]=[CH:9]2)[CH2:16][CH3:17]. (5) Given the reactants Br[C:2]([Br:5])(Br)Br.OC[C@@H:8]1[CH2:13][CH2:12][CH2:11][N:10]([C:14]([O:16][C:17]([CH3:20])([CH3:19])[CH3:18])=[O:15])[CH2:9]1.C1(P(C2C=CC=CC=2)C2C=CC=CC=2)C=CC=CC=1, predict the reaction product. The product is: [Br:5][CH2:2][C@@H:12]1[CH2:13][CH2:8][CH2:9][N:10]([C:14]([O:16][C:17]([CH3:20])([CH3:19])[CH3:18])=[O:15])[CH2:11]1. (6) Given the reactants [OH:1][C:2]1[C:3]([C:16]([NH:18][C:19]2[CH:20]=[N:21][CH:22]=[CH:23][CH:24]=2)=[O:17])=[CH:4][N:5]([CH2:9][C:10]2[CH:15]=[CH:14][CH:13]=[CH:12][CH:11]=2)[C:6](=[O:8])[CH:7]=1.OC1C([C:40]([OH:42])=[O:41])=CN(CC2C=CC=CC=2)C(=O)C=1.C(Cl)CCl.O.N1C2C(=NC=CC=2)N(O)N=1.[CH3:58][N:59](C)[CH:60]=[O:61], predict the reaction product. The product is: [OH:1][C:2]1[C:3]([C:16]([NH:18][C:19]2[CH:20]=[N:21][CH:22]=[CH:23][CH:24]=2)=[O:17])=[CH:4][N:5]([CH2:9][C:10]2[CH:11]=[CH:12][CH:13]=[CH:14][CH:15]=2)[C:6](=[O:8])[C:7]=1[C:60]([NH:59][CH2:58][C:40]([OH:42])=[O:41])=[O:61]. (7) Given the reactants [OH-].[Na+].C(O)C.[CH:6]([C:9]1[CH:10]=[C:11]([C:15]2[CH:20]=[CH:19][C:18]([CH2:21][CH:22]([NH:36][S:37]([C:40]3[CH:45]=[CH:44][CH:43]=[CH:42][N:41]=3)(=[O:39])=[O:38])[C:23]3[N:28]=[C:27]([NH:29][CH2:30][C:31]([O:33]CC)=[O:32])[CH:26]=[CH:25][CH:24]=3)=[CH:17][CH:16]=2)[CH:12]=[CH:13][CH:14]=1)=[CH:7][CH3:8].Cl, predict the reaction product. The product is: [CH:6]([C:9]1[CH:10]=[C:11]([C:15]2[CH:16]=[CH:17][C:18]([CH2:21][CH:22]([NH:36][S:37]([C:40]3[CH:45]=[CH:44][CH:43]=[CH:42][N:41]=3)(=[O:38])=[O:39])[C:23]3[N:28]=[C:27]([NH:29][CH2:30][C:31]([OH:33])=[O:32])[CH:26]=[CH:25][CH:24]=3)=[CH:19][CH:20]=2)[CH:12]=[CH:13][CH:14]=1)=[CH:7][CH3:8].